From a dataset of Forward reaction prediction with 1.9M reactions from USPTO patents (1976-2016). Predict the product of the given reaction. Given the reactants I[CH:2]1[CH2:6][CH2:5][CH2:4][CH2:3]1.C(=O)([O-])[O-].[K+].[K+].[CH:13]1([NH:18][CH2:19][CH2:20][NH:21][C:22](=[O:28])[O:23][C:24]([CH3:27])([CH3:26])[CH3:25])[CH2:17][CH2:16][CH2:15][CH2:14]1, predict the reaction product. The product is: [NH3:18].[CH:2]1([N:18]([CH:13]2[CH2:14][CH2:15][CH2:16][CH2:17]2)[CH2:19][CH2:20][NH:21][C:22](=[O:28])[O:23][C:24]([CH3:27])([CH3:26])[CH3:25])[CH2:6][CH2:5][CH2:4][CH2:3]1.